This data is from M1 muscarinic receptor agonist screen with 61,833 compounds. The task is: Binary Classification. Given a drug SMILES string, predict its activity (active/inactive) in a high-throughput screening assay against a specified biological target. (1) The drug is o1[nH]c(/nc1C1CCCCC1)=C1/C=c2c(=NC1=O)cc(cc2)C. The result is 0 (inactive). (2) The result is 0 (inactive). The drug is O(c1c(cc(cc1)C)C)CC(=O)n1c(nnc1)N.